This data is from NCI-60 drug combinations with 297,098 pairs across 59 cell lines. The task is: Regression. Given two drug SMILES strings and cell line genomic features, predict the synergy score measuring deviation from expected non-interaction effect. (1) Cell line: OVCAR-4. Drug 2: CCN(CC)CCCC(C)NC1=C2C=C(C=CC2=NC3=C1C=CC(=C3)Cl)OC. Drug 1: CC1=CC=C(C=C1)C2=CC(=NN2C3=CC=C(C=C3)S(=O)(=O)N)C(F)(F)F. Synergy scores: CSS=14.9, Synergy_ZIP=-1.93, Synergy_Bliss=-0.394, Synergy_Loewe=-4.00, Synergy_HSA=-0.187. (2) Drug 2: C(CN)CNCCSP(=O)(O)O. Synergy scores: CSS=38.0, Synergy_ZIP=7.95, Synergy_Bliss=12.0, Synergy_Loewe=2.05, Synergy_HSA=11.6. Drug 1: C1CNP(=O)(OC1)N(CCCl)CCCl. Cell line: NCI-H322M.